Dataset: Full USPTO retrosynthesis dataset with 1.9M reactions from patents (1976-2016). Task: Predict the reactants needed to synthesize the given product. (1) Given the product [O:31]1[C:30]2[CH:29]=[CH:28][C:22]([CH2:23][CH2:24][NH:25][C:26]([N:14]3[CH2:15][CH2:16][CH2:17][CH:13]3[C:8]3[CH:9]=[C:10]([CH3:12])[N:11]=[C:6]([N:1]4[CH:5]=[CH:4][N:3]=[CH:2]4)[N:7]=3)=[O:27])=[CH:21][C:20]=2[O:19][CH2:18]1, predict the reactants needed to synthesize it. The reactants are: [N:1]1([C:6]2[N:11]=[C:10]([CH3:12])[CH:9]=[C:8]([CH:13]3[CH2:17][CH2:16][CH2:15][NH:14]3)[N:7]=2)[CH:5]=[CH:4][N:3]=[CH:2]1.[CH2:18]1[O:31][C:30]2[CH:29]=[CH:28][C:22]([CH2:23][CH2:24][N:25]=[C:26]=[O:27])=[CH:21][C:20]=2[O:19]1.C(N(CC)CC)C.C1COCC1. (2) Given the product [Cl:16][C:15]([Cl:18])([Cl:17])[CH2:14][O:13][C:12](=[O:19])[NH:1][C:2]1[CH:10]=[C:9]2[C:5](=[CH:4][CH:3]=1)[CH2:6][O:7][C:8]2=[O:11], predict the reactants needed to synthesize it. The reactants are: [NH2:1][C:2]1[CH:10]=[C:9]2[C:5]([CH2:6][O:7][C:8]2=[O:11])=[CH:4][CH:3]=1.[C:12](Cl)(=[O:19])[O:13][CH2:14][C:15]([Cl:18])([Cl:17])[Cl:16].N1C=CC=CC=1. (3) The reactants are: [CH:1]([C:3]1[CH:4]=[CH:5][C:6]2[N:7]([C:9]([CH2:12][NH:13][C:14](=[O:20])[O:15][C:16]([CH3:19])([CH3:18])[CH3:17])=[N:10][N:11]=2)[N:8]=1)=O.Cl.[NH2:22][OH:23].[OH-].[Na+]. Given the product [OH:23]/[N:22]=[CH:1]/[C:3]1[CH:4]=[CH:5][C:6]2[N:7]([C:9]([CH2:12][NH:13][C:14](=[O:20])[O:15][C:16]([CH3:19])([CH3:18])[CH3:17])=[N:10][N:11]=2)[N:8]=1, predict the reactants needed to synthesize it. (4) Given the product [NH2:16][C:4]1[N:3]=[C:2]([NH:17][CH2:18][CH2:19][CH2:20][NH:21][C:22](=[O:28])[O:23][C:24]([CH3:26])([CH3:25])[CH3:27])[CH:7]=[C:6]([C:8]2[CH:13]=[CH:12][CH:11]=[C:10]([CH3:14])[C:9]=2[CH3:15])[N:5]=1, predict the reactants needed to synthesize it. The reactants are: Cl[C:2]1[CH:7]=[C:6]([C:8]2[CH:13]=[CH:12][CH:11]=[C:10]([CH3:14])[C:9]=2[CH3:15])[N:5]=[C:4]([NH2:16])[N:3]=1.[NH2:17][CH2:18][CH2:19][CH2:20][NH:21][C:22](=[O:28])[O:23][C:24]([CH3:27])([CH3:26])[CH3:25].CCN(C(C)C)C(C)C. (5) Given the product [CH2:1]([C:4]1[C:12]([O:13][CH3:14])=[CH:11][C:10]([CH3:15])=[C:9]2[C:5]=1[CH:6]=[CH:7][N:8]2[C:21]([O:20][C:17]([CH3:19])([CH3:18])[CH3:16])=[O:22])[CH:2]=[CH2:3], predict the reactants needed to synthesize it. The reactants are: [CH2:1]([C:4]1[C:12]([O:13][CH3:14])=[CH:11][C:10]([CH3:15])=[C:9]2[C:5]=1[CH:6]=[CH:7][NH:8]2)[CH:2]=[CH2:3].[CH3:16][C:17]([O:20][C:21](O[C:21]([O:20][C:17]([CH3:19])([CH3:18])[CH3:16])=[O:22])=[O:22])([CH3:19])[CH3:18]. (6) Given the product [CH3:17][C:16]([S@@:14]([N:13]1[CH2:2][CH2:3][CH2:4][C@@H:5]1[C:6]1[CH:11]=[CH:10][C:9]([F:12])=[CH:8][CH:7]=1)=[O:15])([CH3:19])[CH3:18], predict the reactants needed to synthesize it. The reactants are: Cl[CH2:2][CH2:3][CH2:4]/[C:5](=[N:13]\[S@:14]([C:16]([CH3:19])([CH3:18])[CH3:17])=[O:15])/[C:6]1[CH:11]=[CH:10][C:9]([F:12])=[CH:8][CH:7]=1. (7) The reactants are: C(OC(=O)N[N:8]1[CH2:13][CH2:12][CH:11]([CH2:14][CH2:15][O:16][CH2:17][CH:18]([NH:26][C:27]([C:29]2([NH:34][C:35]([C:37]3[S:41][C:40]4[CH:42]=[C:43]([CH3:46])[CH:44]=[CH:45][C:39]=4[CH:38]=3)=[O:36])[CH2:33][CH2:32][CH2:31][CH2:30]2)=[O:28])[CH2:19][C:20]2[CH:25]=[CH:24][CH:23]=[CH:22][CH:21]=2)[CH2:10][CH2:9]1)(C)(C)C.Cl. Given the product [CH2:19]([CH:18]([NH:26][C:27]([C:29]1([NH:34][C:35]([C:37]2[S:41][C:40]3[CH:42]=[C:43]([CH3:46])[CH:44]=[CH:45][C:39]=3[CH:38]=2)=[O:36])[CH2:30][CH2:31][CH2:32][CH2:33]1)=[O:28])[CH2:17][O:16][CH2:15][CH2:14][CH:11]1[CH2:12][CH2:13][NH:8][CH2:9][CH2:10]1)[C:20]1[CH:21]=[CH:22][CH:23]=[CH:24][CH:25]=1, predict the reactants needed to synthesize it.